From a dataset of Reaction yield outcomes from USPTO patents with 853,638 reactions. Predict the reaction yield, written as a fraction of the theoretical maximum amount of product (1.0 means a 100% yield; for example, 0.34 means a 34% yield). (1) The reactants are N[C:2]1[O:3][C:4]2[C:9]([CH:10]([C:14]3[CH:19]=[C:18]([O:20][CH3:21])[C:17]([O:22][CH3:23])=[C:16]([Br:24])[CH:15]=3)[C:11]=1[C:12]#[N:13])=[CH:8][CH:7]=[C:6]([N:25]([CH3:27])[CH3:26])[CH:5]=2.C(ON=O)(C)(C)C.[BH4-].[Na+]. The catalyst is C1COCC1. The product is [Br:24][C:16]1[CH:15]=[C:14]([CH:10]2[C:9]3[C:4](=[CH:5][C:6]([N:25]([CH3:27])[CH3:26])=[CH:7][CH:8]=3)[O:3][CH:2]=[C:11]2[C:12]#[N:13])[CH:19]=[C:18]([O:20][CH3:21])[C:17]=1[O:22][CH3:23]. The yield is 0.0900. (2) The reactants are [N+:1]([C:4]1[CH:5]=[C:6]([CH:10]=[C:11]([N+:13]([O-:15])=[O:14])[CH:12]=1)[C:7](O)=[O:8])([O-:3])=[O:2].S(Cl)([Cl:18])=O.[N+](C1C([N+]([O-])=O)=C(C=CC=1)C(O)=O)([O-])=O.Cl. The yield is 0.900. The catalyst is CN(C=O)C.C(OCC)(=O)C. The product is [N+:1]([C:4]1[CH:5]=[C:6]([CH:10]=[C:11]([N+:13]([O-:15])=[O:14])[CH:12]=1)[C:7]([Cl:18])=[O:8])([O-:3])=[O:2]. (3) The reactants are C1(C=CC2C=CC=CC=2)C=CC=CC=1.[C:15]1([C:21]([C:23]2[CH:28]=[CH:27][CH:26]=[C:25](C(C3C=CC=CC=3)=C)[CH:24]=2)=[CH2:22])[CH:20]=[CH:19][CH:18]=[CH:17][CH:16]=1.C1(C(C2C=CC(C(C3C=CC=CC=3)=C)=CC=2)=C)C=CC=CC=1. No catalyst specified. The product is [C:15]1([C:21]([C:23]2[CH:24]=[CH:25][CH:26]=[CH:27][CH:28]=2)=[CH2:22])[CH:20]=[CH:19][CH:18]=[CH:17][CH:16]=1. The yield is 1.00. (4) The reactants are [Br:1]NC(=O)CCC(N)=O.[N+:10]([C:13]1[CH:21]=[C:20]2[C:16]([CH:17]=[CH:18][NH:19]2)=[CH:15][CH:14]=1)([O-:12])=[O:11]. The catalyst is O1CCCC1. The product is [Br:1][C:17]1[C:16]2[C:20](=[CH:21][C:13]([N+:10]([O-:12])=[O:11])=[CH:14][CH:15]=2)[NH:19][CH:18]=1. The yield is 0.860. (5) The reactants are [H-].[Na+].CS(C)=O.[NH2:7][C:8]1[CH:13]=[CH:12][C:11]([OH:14])=[CH:10][C:9]=1[S:15][CH3:16].Cl[C:18]1[CH:23]=[CH:22][N:21]=[C:20]([NH2:24])[C:19]=1[N+:25]([O-:27])=[O:26]. The catalyst is O. The product is [NH2:7][C:8]1[CH:13]=[CH:12][C:11]([O:14][C:18]2[CH:23]=[CH:22][N:21]=[C:20]([NH2:24])[C:19]=2[N+:25]([O-:27])=[O:26])=[CH:10][C:9]=1[S:15][CH3:16]. The yield is 0.610. (6) The reactants are [Si:1]([O:8][C@@H:9]([C:25]1[CH:30]=[CH:29][CH:28]=[CH:27][C:26]=1[C:31]1[CH:36]=[CH:35][C:34]([Cl:37])=[CH:33][CH:32]=1)[CH:10]1[CH2:15][CH2:14][N:13]([C:16]2[CH:24]=[CH:23][C:19]([C:20](O)=[O:21])=[CH:18][CH:17]=2)[CH2:12][CH2:11]1)([C:4]([CH3:7])([CH3:6])[CH3:5])([CH3:3])[CH3:2].[Si:38]([O:55][CH2:56][CH2:57][N:58]1[CH2:63][CH2:62][N:61]([CH2:64][CH2:65][C@@H:66]([NH:75][C:76]2[CH:81]=[CH:80][C:79]([S:82]([NH2:85])(=[O:84])=[O:83])=[CH:78][C:77]=2[S:86]([C:89]([F:92])([F:91])[F:90])(=[O:88])=[O:87])[CH2:67][S:68][C:69]2[CH:74]=[CH:73][CH:72]=[CH:71][CH:70]=2)[CH2:60][CH2:59]1)([C:51]([CH3:54])([CH3:53])[CH3:52])([C:45]1[CH:50]=[CH:49][CH:48]=[CH:47][CH:46]=1)[C:39]1[CH:44]=[CH:43][CH:42]=[CH:41][CH:40]=1.C(Cl)CCl. The catalyst is CN(C1C=CN=CC=1)C. The product is [Si:1]([O:8][C@@H:9]([C:25]1[CH:30]=[CH:29][CH:28]=[CH:27][C:26]=1[C:31]1[CH:36]=[CH:35][C:34]([Cl:37])=[CH:33][CH:32]=1)[CH:10]1[CH2:15][CH2:14][N:13]([C:16]2[CH:24]=[CH:23][C:19]([C:20]([NH:85][S:82]([C:79]3[CH:80]=[CH:81][C:76]([NH:75][C@H:66]([CH2:65][CH2:64][N:61]4[CH2:62][CH2:63][N:58]([CH2:57][CH2:56][O:55][Si:38]([C:51]([CH3:52])([CH3:53])[CH3:54])([C:45]5[CH:46]=[CH:47][CH:48]=[CH:49][CH:50]=5)[C:39]5[CH:44]=[CH:43][CH:42]=[CH:41][CH:40]=5)[CH2:59][CH2:60]4)[CH2:67][S:68][C:69]4[CH:74]=[CH:73][CH:72]=[CH:71][CH:70]=4)=[C:77]([S:86]([C:89]([F:90])([F:92])[F:91])(=[O:87])=[O:88])[CH:78]=3)(=[O:83])=[O:84])=[O:21])=[CH:18][CH:17]=2)[CH2:12][CH2:11]1)([C:4]([CH3:7])([CH3:6])[CH3:5])([CH3:3])[CH3:2]. The yield is 1.00. (7) The reactants are [F:1][C:2]([F:23])([F:22])[C:3]1[CH:4]=[CH:5][C:6]2[N:10]=[C:9]([C:11]3[C:16]4[O:17][CH2:18][CH2:19][NH:20][C:15]=4[CH:14]=[CH:13][CH:12]=3)[NH:8][C:7]=2[CH:21]=1.Cl[C:25]1[C:30]([Cl:31])=[CH:29][C:28]([Cl:32])=[CH:27][N:26]=1.ClC1C(Cl)=CC=CN=1. No catalyst specified. The product is [Cl:31][C:30]1[C:25]([N:20]2[C:15]3[CH:14]=[CH:13][CH:12]=[C:11]([C:9]4[NH:8][C:7]5[CH:21]=[C:3]([C:2]([F:22])([F:1])[F:23])[CH:4]=[CH:5][C:6]=5[N:10]=4)[C:16]=3[O:17][CH2:18][CH2:19]2)=[N:26][CH:27]=[C:28]([Cl:32])[CH:29]=1. The yield is 0.890. (8) The reactants are [C:1]([O:5][C:6]([NH:8][CH2:9][CH2:10][CH2:11][CH2:12][C:13]1[CH:23]=[CH:22][C:16]([O:17][CH2:18][C:19]([OH:21])=O)=[CH:15][CH:14]=1)=[O:7])([CH3:4])([CH3:3])[CH3:2].C1C=NC2N(O)N=NC=2C=1.C(N(C(C)C)CC)(C)C.CCN=C=NCCCN(C)C.Cl.S(O)(O)(=O)=O.[NH2:60][C:61]1[NH:62][CH:63]=[CH:64][N:65]=1. The catalyst is C1COCC1.CN(C1C=CN=CC=1)C.CC#N.C(Cl)Cl. The product is [C:1]([O:5][C:6](=[O:7])[NH:8][CH2:9][CH2:10][CH2:11][CH2:12][C:13]1[CH:14]=[CH:15][C:16]([O:17][CH2:18][C:19](=[O:21])[NH:60][C:61]2[NH:62][CH:63]=[CH:64][N:65]=2)=[CH:22][CH:23]=1)([CH3:2])([CH3:3])[CH3:4]. The yield is 0.660.